The task is: Regression. Given a peptide amino acid sequence and an MHC pseudo amino acid sequence, predict their binding affinity value. This is MHC class I binding data.. This data is from Peptide-MHC class I binding affinity with 185,985 pairs from IEDB/IMGT. (1) The peptide sequence is QTLPANPPPA. The binding affinity (normalized) is 0. The MHC is Patr-A0101 with pseudo-sequence Patr-A0101. (2) The peptide sequence is EVDSFSLGLL. The MHC is HLA-A68:02 with pseudo-sequence HLA-A68:02. The binding affinity (normalized) is 0.539. (3) The peptide sequence is DELWRGLLA. The MHC is HLA-A02:16 with pseudo-sequence HLA-A02:16. The binding affinity (normalized) is 0.0847. (4) The peptide sequence is ALSELPETL. The MHC is HLA-A02:17 with pseudo-sequence HLA-A02:17. The binding affinity (normalized) is 0.436. (5) The peptide sequence is KTKHLCRLIR. The MHC is HLA-B27:05 with pseudo-sequence HLA-B27:05. The binding affinity (normalized) is 0.424. (6) The peptide sequence is IAEFVKENER. The MHC is HLA-A11:01 with pseudo-sequence HLA-A11:01. The binding affinity (normalized) is 0.0449. (7) The peptide sequence is TVYYGVPVWK. The binding affinity (normalized) is 0. The MHC is HLA-B07:02 with pseudo-sequence HLA-B07:02.